From a dataset of Peptide-MHC class I binding affinity with 185,985 pairs from IEDB/IMGT. Regression. Given a peptide amino acid sequence and an MHC pseudo amino acid sequence, predict their binding affinity value. This is MHC class I binding data. The peptide sequence is TPEQKAYVPA. The MHC is HLA-B54:01 with pseudo-sequence HLA-B54:01. The binding affinity (normalized) is 0.761.